Predict the reactants needed to synthesize the given product. From a dataset of Full USPTO retrosynthesis dataset with 1.9M reactions from patents (1976-2016). (1) The reactants are: [Cl:1][C:2]1[C:3]([F:27])=[C:4]([C:23]([F:26])=[CH:24][CH:25]=1)[O:5][C:6]1[CH2:10][N:9]([C@@H:11]([CH2:15][CH:16]2[CH2:21][CH2:20][CH2:19][CH2:18][CH2:17]2)[C:12]([OH:14])=O)[C:8](=[O:22])[CH:7]=1.[NH2:28][C:29]1[CH:33]=[CH:32][N:31]([CH2:34][C:35]([CH3:38])([OH:37])[CH3:36])[N:30]=1.F[P-](F)(F)(F)(F)F.N1(O[P+](N(C)C)(N(C)C)N(C)C)C2C=CC=CC=2N=N1.C(N(CC)C(C)C)(C)C. Given the product [Cl:1][C:2]1[C:3]([F:27])=[C:4]([C:23]([F:26])=[CH:24][CH:25]=1)[O:5][C:6]1[CH2:10][N:9]([C@@H:11]([CH2:15][CH:16]2[CH2:21][CH2:20][CH2:19][CH2:18][CH2:17]2)[C:12]([NH:28][C:29]2[CH:33]=[CH:32][N:31]([CH2:34][C:35]([OH:37])([CH3:36])[CH3:38])[N:30]=2)=[O:14])[C:8](=[O:22])[CH:7]=1, predict the reactants needed to synthesize it. (2) Given the product [OH:8][CH2:9][CH2:10][O:5][C:1](=[O:6])[C:2]([CH3:4])=[CH2:3], predict the reactants needed to synthesize it. The reactants are: [C:1]([OH:6])(=[O:5])[C:2]([CH3:4])=[CH2:3].C[O:8][C:9]1C=CC(O)=C[CH:10]=1.C1OC1.